Dataset: Forward reaction prediction with 1.9M reactions from USPTO patents (1976-2016). Task: Predict the product of the given reaction. Given the reactants Cl.[NH2:2][C:3]1[S:7][N:6]=[C:5]([CH3:8])[CH:4]=1.N1C=CC=CC=1.[Cl:15][C:16]([Cl:23])([Cl:22])[CH2:17][O:18][C:19](Cl)=[O:20], predict the reaction product. The product is: [CH3:8][C:5]1[CH:4]=[C:3]([NH:2][C:19](=[O:20])[O:18][CH2:17][C:16]([Cl:23])([Cl:22])[Cl:15])[S:7][N:6]=1.